From a dataset of Full USPTO retrosynthesis dataset with 1.9M reactions from patents (1976-2016). Predict the reactants needed to synthesize the given product. (1) The reactants are: [OH:1][CH2:2][C:3]([CH3:27])([CH3:26])[CH2:4][NH:5][C:6]([C:8]1[C:16]2[C:11](=[N:12][CH:13]=[C:14]([Br:17])[N:15]=2)[N:10](COCC[Si](C)(C)C)[CH:9]=1)=[O:7].OC1([C@H](NC(C2C3C(=NC=C(C4CC4)N=3)N(COCC[Si](C)(C)C)C=2)=O)C)CCCC1. Given the product [OH:1][CH2:2][C:3]([CH3:27])([CH3:26])[CH2:4][NH:5][C:6]([C:8]1[C:16]2[C:11](=[N:12][CH:13]=[C:14]([Br:17])[N:15]=2)[NH:10][CH:9]=1)=[O:7], predict the reactants needed to synthesize it. (2) Given the product [OH:17][C:15]([CH3:18])([CH3:16])[CH2:14][CH2:13][CH2:12][CH:9]1[CH2:10][CH2:11][C:7]2([CH2:19][CH2:20][CH2:21][C:5](=[O:1])[CH2:6]2)[CH2:8]1, predict the reactants needed to synthesize it. The reactants are: [O:1]1[C:5]2([CH2:21][CH2:20][CH2:19][C:7]3([CH2:11][CH2:10][CH:9]([CH2:12][CH2:13][CH2:14][C:15]([CH3:18])([OH:17])[CH3:16])[CH2:8]3)[CH2:6]2)OCC1.O.C1(C)C=CC(S(O)(=O)=O)=CC=1.